Predict the reactants needed to synthesize the given product. From a dataset of Full USPTO retrosynthesis dataset with 1.9M reactions from patents (1976-2016). (1) Given the product [F:27][C:28]1[CH:29]=[C:30]([CH:31]=[CH:32][CH:33]=1)[O:8][C@@H:7]([C:1]1[CH:2]=[CH:3][CH:4]=[CH:5][CH:6]=1)[CH:9]1[CH2:14][CH2:13][NH:12][CH2:11][CH2:10]1, predict the reactants needed to synthesize it. The reactants are: [C:1]1([C@@H:7]([CH:9]2[CH2:14][CH2:13][NH:12][CH2:11][CH2:10]2)[OH:8])[CH:6]=[CH:5][CH:4]=[CH:3][CH:2]=1.[H-].[Na+].C([O-])(=O)C1C=CC=CC=1.[K+].[F:27][C:28]1[CH:33]=[CH:32][CH:31]=[C:30](F)[CH:29]=1.[Na+].[Cl-].C([C@](C(O)=O)(O)[C@](C(=O)C1C=CC=CC=1)(O)C(O)=O)(=O)C1C=CC=CC=1. (2) Given the product [C:7]([N:4]1[CH2:5][CH2:6][C@@H:2]([NH:1][S:29]([C:23]2[CH:24]=[C:25]([CH3:28])[CH:26]=[CH:27][C:22]=2[CH3:21])(=[O:31])=[O:30])[CH2:3]1)#[N:16], predict the reactants needed to synthesize it. The reactants are: [NH2:1][C@@H:2]1[CH2:6][CH2:5][N:4]([C:7](OC(C)(C)C)=O)[CH2:3]1.C([N:16](CC)CC)C.[CH3:21][C:22]1[CH:27]=[CH:26][C:25]([CH3:28])=[CH:24][C:23]=1[S:29](Cl)(=[O:31])=[O:30].CCN(C(C)C)C(C)C.BrC#N.